Task: Predict the reaction yield, written as a fraction of the theoretical maximum amount of product (1.0 means a 100% yield; for example, 0.34 means a 34% yield).. Dataset: Reaction yield outcomes from USPTO patents with 853,638 reactions (1) The reactants are [OH:1][C:2]1[CH:7]=[CH:6][C:5]([N:8]2[C:13](=[O:14])[C:12]([CH2:15][C:16]3[CH:21]=[CH:20][C:19]([C:22]4[C:23]([C:28]#[N:29])=[CH:24][CH:25]=[CH:26][CH:27]=4)=[CH:18][CH:17]=3)=[C:11]([CH2:30][CH2:31][CH3:32])[N:10]=[C:9]2[CH3:33])=[CH:4][CH:3]=1.[Si](O[CH:42]1[CH2:47][CH2:46][CH2:45][CH:44]([OH:48])[CH2:43]1)(C(C)(C)C)(C)C.C1(P(C2C=CC=CC=2)C2C=CC=CC=2)C=CC=CC=1.[N:69]([C:70]([O:72]C(C)C)=[O:71])=[N:69][C:70]([O:72]C(C)C)=[O:71]. The catalyst is O1CCCC1.O.C(OCC)(=O)C. The product is [OH:48][CH:44]1[CH2:43][CH2:42][CH2:47][CH:46]([O:1][C:2]2[CH:3]=[CH:4][C:5]([N:8]3[C:13](=[O:14])[C:12]([CH2:15][C:16]4[CH:21]=[CH:20][C:19]([C:22]5[CH:27]=[CH:26][CH:25]=[CH:24][C:23]=5[C:28]5[NH:69][C:70](=[O:71])[O:72][N:29]=5)=[CH:18][CH:17]=4)=[C:11]([CH2:30][CH2:31][CH3:32])[N:10]=[C:9]3[CH3:33])=[CH:6][CH:7]=2)[CH2:45]1. The yield is 0.500. (2) The reactants are [OH:1][C:2]1[C:15]2[C:16]3=[C:17]4[C:12](=[CH:13][CH:14]=2)[CH:11]=[CH:10][CH:9]=[C:8]4[CH:7]=[CH:6][C:5]3=[CH:4][CH:3]=1.[C:18]([O:21][CH:22]1[CH:27]([N:28]([CH3:30])[CH3:29])[CH2:26][CH:25]([CH3:31])[O:24][CH:23]1F)(=[O:20])[CH3:19].B(F)(F)F.CCOCC. The catalyst is C(OCC)(=O)C. The product is [C:18]([O:21][CH:22]1[CH:27]([N:28]([CH3:29])[CH3:30])[CH2:26][CH:25]([CH3:31])[O:24][CH:23]1[O:1][C:2]1[C:15]2[C:16]3=[C:17]4[C:12](=[CH:13][CH:14]=2)[CH:11]=[CH:10][CH:9]=[C:8]4[CH:7]=[CH:6][C:5]3=[CH:4][CH:3]=1)(=[O:20])[CH3:19]. The yield is 0.610. (3) The reactants are [Cl:1][C:2]1[CH:7]=[CH:6][C:5]([S:8]([CH2:11][C:12]#[N:13])(=[O:10])=[O:9])=[CH:4][CH:3]=1.C(=O)([O-])[O-].[K+].[K+].[Cl:20][C:21]1[CH:22]=[C:23]([N:28]=[C:29]=[S:30])[CH:24]=[C:25]([Cl:27])[CH:26]=1.[CH3:31]I.Cl. The catalyst is CC(C)=O. The product is [Cl:1][C:2]1[CH:3]=[CH:4][C:5]([S:8]([C:11](=[C:29]([NH:28][C:23]2[CH:22]=[C:21]([Cl:20])[CH:26]=[C:25]([Cl:27])[CH:24]=2)[S:30][CH3:31])[C:12]#[N:13])(=[O:9])=[O:10])=[CH:6][CH:7]=1. The yield is 0.720. (4) The reactants are Cl[C:2]1[C:7]([C:8]([NH:10][CH:11]2[CH2:16][CH2:15][CH2:14][CH2:13][CH2:12]2)=[O:9])=[CH:6][CH:5]=[C:4]([Cl:17])[N:3]=1.[F:18][C:19]1[CH:27]=[CH:26][C:22]([CH2:23][CH2:24][OH:25])=[CH:21][CH:20]=1.C1COCC1. The catalyst is O1CCOCC1. The product is [Cl:17][C:4]1[CH:5]=[CH:6][C:7]([C:8]([NH:10][CH:11]2[CH2:16][CH2:15][CH2:14][CH2:13][CH2:12]2)=[O:9])=[C:2]([O:25][CH2:24][CH2:23][C:22]2[CH:26]=[CH:27][C:19]([F:18])=[CH:20][CH:21]=2)[N:3]=1. The yield is 0.400.